Predict the reactants needed to synthesize the given product. From a dataset of Full USPTO retrosynthesis dataset with 1.9M reactions from patents (1976-2016). (1) Given the product [CH3:24][C@@H:12]1[N:11]([S:8]([C:4]2[CH:5]=[CH:6][CH:7]=[C:2]([B:28]3[O:29][C:30]([CH3:32])([CH3:31])[C:26]([CH3:42])([CH3:25])[O:27]3)[CH:3]=2)(=[O:10])=[O:9])[CH2:16][CH2:15][N:14]([C:17]([O:19][C:20]([CH3:23])([CH3:22])[CH3:21])=[O:18])[CH2:13]1, predict the reactants needed to synthesize it. The reactants are: Br[C:2]1[CH:3]=[C:4]([S:8]([N:11]2[CH2:16][CH2:15][N:14]([C:17]([O:19][C:20]([CH3:23])([CH3:22])[CH3:21])=[O:18])[CH2:13][C@@H:12]2[CH3:24])(=[O:10])=[O:9])[CH:5]=[CH:6][CH:7]=1.[CH3:25][C:26]1([CH3:42])[C:30]([CH3:32])([CH3:31])[O:29][B:28]([B:28]2[O:29][C:30]([CH3:32])([CH3:31])[C:26]([CH3:42])([CH3:25])[O:27]2)[O:27]1.C([O-])(=O)C.[K+].BrC1C=CC=CC=1S(N)(=O)=O. (2) Given the product [Cl:24][C:16]1[C:17]2[N:9]([CH2:8][C:6]3[CH:5]=[CH:4][CH:3]=[C:2]([CH3:1])[N:7]=3)[N:10]=[CH:11][C:12]=2[C:13]([NH2:18])=[CH:14][CH:15]=1, predict the reactants needed to synthesize it. The reactants are: [CH3:1][C:2]1[N:7]=[C:6]([CH2:8][N:9]2[C:17]3[CH:16]=[CH:15][CH:14]=[C:13]([NH2:18])[C:12]=3[CH:11]=[N:10]2)[CH:5]=[CH:4][CH:3]=1.OS(O)(=O)=O.[Cl:24]N1C(=O)CCC1=O.C(=O)([O-])[O-].[Na+].[Na+]. (3) Given the product [Cl:26][C:21]1[CH:20]=[C:19]([C:4]([CH3:18])([CH2:5][CH2:6][N:7]2[CH2:15][CH2:14][N:13]3[CH:9]([CH2:10][CH2:11][S:12]3(=[O:16])=[O:17])[CH2:8]2)[C:3]([OH:27])=[O:2])[CH:24]=[CH:23][C:22]=1[Cl:25], predict the reactants needed to synthesize it. The reactants are: C[O:2][C:3](=[O:27])[C:4]([C:19]1[CH:24]=[CH:23][C:22]([Cl:25])=[C:21]([Cl:26])[CH:20]=1)([CH3:18])[CH2:5][CH2:6][N:7]1[CH2:15][CH2:14][N:13]2[CH:9]([CH2:10][CH2:11][S:12]2(=[O:17])=[O:16])[CH2:8]1.O[Li].O. (4) Given the product [Br:8][C:6]1[CH:7]=[C:2]([NH:71][CH:67]([C:61]2[CH:66]=[CH:65][CH:64]=[CH:63][CH:62]=2)[CH2:68][CH2:69][CH3:70])[CH:3]=[N:4][CH:5]=1, predict the reactants needed to synthesize it. The reactants are: Br[C:2]1[CH:3]=[N:4][CH:5]=[C:6]([Br:8])[CH:7]=1.[Na].[O-]CCCC.C1C=CC(P(C2C(C3C(P(C4C=CC=CC=4)C4C=CC=CC=4)=CC=C4C=3C=CC=C4)=C3C(C=CC=C3)=CC=2)C2C=CC=CC=2)=CC=1.[C:61]1([CH:67]([NH2:71])[CH2:68][CH2:69][CH3:70])[CH:66]=[CH:65][CH:64]=[CH:63][CH:62]=1. (5) The reactants are: [Br:1][C:2]1[C:3]2[N:4]([C:18]([C:22]([OH:24])=O)=[C:19]([CH3:21])[N:20]=2)[N:5]=[C:6]([C:8]2[CH:13]=[CH:12][CH:11]=[CH:10][C:9]=2[C:14]([F:17])([F:16])[F:15])[CH:7]=1.CN(C(ON1[N:41]=[N:40][C:35]2[CH:36]=[CH:37][CH:38]=[N:39]C1=2)=[N+](C)C)C.F[P-](F)(F)(F)(F)F.N1C=CC=CC=1.NC1N=NC=CC=1. Given the product [Br:1][C:2]1[C:3]2[N:4]([C:18]([C:22]([NH:39][C:38]3[N:41]=[N:40][CH:35]=[CH:36][CH:37]=3)=[O:24])=[C:19]([CH3:21])[N:20]=2)[N:5]=[C:6]([C:8]2[CH:13]=[CH:12][CH:11]=[CH:10][C:9]=2[C:14]([F:16])([F:17])[F:15])[CH:7]=1, predict the reactants needed to synthesize it.